Dataset: Catalyst prediction with 721,799 reactions and 888 catalyst types from USPTO. Task: Predict which catalyst facilitates the given reaction. (1) Reactant: Cl.[CH3:2][N:3]1[C:18]2[C:13](=[CH:14][CH:15]=[CH:16][CH:17]=2)[C:5]([CH2:6][C@@H:7]([C:9]([O:11][CH3:12])=[O:10])[NH2:8])=[CH:4]1.C(N(CC)CC)C.[F:26][C:27]1[CH:37]=[CH:36][C:30]([CH:31]=[CH:32][C:33](O)=[O:34])=[CH:29][CH:28]=1.CCN=C=NCCCN(C)C.Cl. Product: [F:26][C:27]1[CH:28]=[CH:29][C:30]([CH:31]=[CH:32][C:33]([NH:8][C@H:7]([C:9]([O:11][CH3:12])=[O:10])[CH2:6][C:5]2[C:13]3[C:18](=[CH:17][CH:16]=[CH:15][CH:14]=3)[N:3]([CH3:2])[CH:4]=2)=[O:34])=[CH:36][CH:37]=1. The catalyst class is: 2. (2) Reactant: C[O:2][C:3]([C@H:5]1[CH2:10][CH2:9][C@H:8]([CH2:11][CH2:12][CH2:13][C:14]2[CH:19]=[CH:18][C:17]([C@@H:20]3[CH2:24][CH2:23][CH2:22][N:21]3[CH3:25])=[CH:16][N:15]=2)[CH2:7][CH2:6]1)=[O:4].[OH-].[K+].CC(O)=O. Product: [CH3:25][N:21]1[CH2:22][CH2:23][CH2:24][C@H:20]1[C:17]1[CH:18]=[CH:19][C:14]([CH2:13][CH2:12][CH2:11][C@H:8]2[CH2:7][CH2:6][C@H:5]([C:3]([OH:4])=[O:2])[CH2:10][CH2:9]2)=[N:15][CH:16]=1. The catalyst class is: 5. (3) Reactant: C(OC(N[C@H]1CCN(C([O-])=O)C1)=O)C1C=CC=CC=1.C(OC(Cl)=O)C.[CH2:26]([O:33][C:34]([NH:36][C@H:37]1[CH2:41][CH2:40][N:39]([C:42]([O:44][CH2:45][CH3:46])=[O:43])[CH2:38]1)=[O:35])[C:27]1[CH:32]=[CH:31][CH:30]=[CH:29][CH:28]=1. Product: [CH2:26]([O:33][C:34]([NH:36][C@H:37]1[CH2:41][CH2:40][N:39]([C:42]([O:44][CH2:45][CH3:46])=[O:43])[CH2:38]1)=[O:35])[C:27]1[CH:32]=[CH:31][CH:30]=[CH:29][CH:28]=1.[NH2:36][C@H:37]1[CH2:41][CH2:40][N:39]([C:42]([O:44][CH2:45][CH3:46])=[O:43])[CH2:38]1. The catalyst class is: 19. (4) Reactant: [CH2:1]([NH:3][C:4](=[O:52])[NH:5][C:6]1[N:11]=[CH:10][C:9]([C:12]2[CH:13]=[C:14]3[C:19](=[CH:20][CH:21]=2)[N:18]([CH2:22][C@@H:23]2[CH2:27][CH2:26][N:25]([CH2:28][CH2:29][N:30]4[CH2:35][CH2:34][N:33]([CH3:36])[CH2:32][CH2:31]4)[CH2:24]2)[CH:17]=[C:16]([C:37]([O:39]CC)=[O:38])[C:15]3=[O:42])=[C:8]([C:43]2[S:44][CH:45]=[C:46]([C:48]([F:51])([F:50])[F:49])[N:47]=2)[CH:7]=1)[CH3:2].[OH-].[Na+]. Product: [CH2:1]([NH:3][C:4](=[O:52])[NH:5][C:6]1[N:11]=[CH:10][C:9]([C:12]2[CH:13]=[C:14]3[C:19](=[CH:20][CH:21]=2)[N:18]([CH2:22][C@@H:23]2[CH2:27][CH2:26][N:25]([CH2:28][CH2:29][N:30]4[CH2:31][CH2:32][N:33]([CH3:36])[CH2:34][CH2:35]4)[CH2:24]2)[CH:17]=[C:16]([C:37]([OH:39])=[O:38])[C:15]3=[O:42])=[C:8]([C:43]2[S:44][CH:45]=[C:46]([C:48]([F:51])([F:49])[F:50])[N:47]=2)[CH:7]=1)[CH3:2]. The catalyst class is: 111.